Dataset: Reaction yield outcomes from USPTO patents with 853,638 reactions. Task: Predict the reaction yield, written as a fraction of the theoretical maximum amount of product (1.0 means a 100% yield; for example, 0.34 means a 34% yield). (1) The reactants are Cl.[OH:2][C:3]1[C:8](=[O:9])[CH:7]=[CH:6][N:5]([CH3:10])[CH:4]=1.C[O:12][CH:13](O)[C:14]([F:17])([F:16])[F:15].Cl. The catalyst is [OH-].[Na+]. The product is [OH:2][C:3]1[C:8](=[O:9])[CH:7]=[CH:6][N:5]([CH3:10])[C:4]=1[CH:13]([OH:12])[C:14]([F:17])([F:16])[F:15]. The yield is 0.680. (2) The reactants are Br[C:2]1[CH:9]=[CH:8][C:5]([C:6]#[N:7])=[CH:4][CH:3]=1.[O:10]([CH:18]1[CH2:23][CH2:22][NH:21][CH2:20][CH2:19]1)[Si:11]([C:14]([CH3:17])([CH3:16])[CH3:15])([CH3:13])[CH3:12].CC(C)([O-])C.[Na+].C(OCC)(=O)C. The catalyst is C1(C)C=CC=CC=1.C([O-])(=O)C.[Pd+2].C([O-])(=O)C.C1C=CC(P(C2C=CC3C(=CC=CC=3)C=2C2C3C(=CC=CC=3)C=CC=2P(C2C=CC=CC=2)C2C=CC=CC=2)C2C=CC=CC=2)=CC=1. The yield is 0.660. The product is [O:10]([CH:18]1[CH2:23][CH2:22][N:21]([C:2]2[CH:9]=[CH:8][C:5]([C:6]#[N:7])=[CH:4][CH:3]=2)[CH2:20][CH2:19]1)[Si:11]([C:14]([CH3:17])([CH3:16])[CH3:15])([CH3:13])[CH3:12]. (3) The reactants are [CH3:1][O:2][C:3](=[O:22])[C:4]1[CH:9]=[C:8]([N+:10]([O-])=O)[C:7]([NH2:13])=[C:6]([Cl:14])[C:5]=1[NH:15][C:16]1[CH:21]=[CH:20][CH:19]=[CH:18][CH:17]=1.CCO.CO.[NH4+].[Cl-].C1COCC1. The catalyst is C(Cl)Cl.C1COCC1.O.[Zn]. The product is [CH3:1][O:2][C:3](=[O:22])[C:4]1[CH:9]=[C:8]([NH2:10])[C:7]([NH2:13])=[C:6]([Cl:14])[C:5]=1[NH:15][C:16]1[CH:17]=[CH:18][CH:19]=[CH:20][CH:21]=1. The yield is 0.700. (4) The reactants are [CH2:1]([C@@:4]1([CH2:37][O:38]CC[Si](C)(C)C)[CH2:9][C@H:8]([C:10]2[CH:15]=[CH:14][CH:13]=[C:12]([Cl:16])[CH:11]=2)[C@@H:7]([C:17]2[CH:22]=[CH:21][C:20]([Cl:23])=[CH:19][CH:18]=2)[N:6]([C@@H:24]([CH2:34][CH3:35])[CH2:25][N:26]([CH3:33])[S:27]([CH:30]2[CH2:32][CH2:31]2)(=[O:29])=[O:28])[C:5]1=[O:36])[CH:2]=[CH2:3].B(F)(F)F. The catalyst is C(Cl)Cl. The product is [CH2:1]([C@@:4]1([CH2:37][OH:38])[CH2:9][C@H:8]([C:10]2[CH:15]=[CH:14][CH:13]=[C:12]([Cl:16])[CH:11]=2)[C@@H:7]([C:17]2[CH:22]=[CH:21][C:20]([Cl:23])=[CH:19][CH:18]=2)[N:6]([C@@H:24]([CH2:34][CH3:35])[CH2:25][N:26]([CH3:33])[S:27]([CH:30]2[CH2:32][CH2:31]2)(=[O:28])=[O:29])[C:5]1=[O:36])[CH:2]=[CH2:3]. The yield is 0.980. (5) The reactants are C(=O)([O-])[O-].[Ca+2].[C:6](Cl)(Cl)=[S:7].ClCCl.O.[NH2:14][C:15]1[CH:25]=[CH:24][C:18]([C:19]([N:21]([CH3:23])[CH3:22])=[O:20])=[CH:17][CH:16]=1.Cl. No catalyst specified. The product is [N:14]([C:15]1[CH:25]=[CH:24][C:18]([C:19]([N:21]([CH3:23])[CH3:22])=[O:20])=[CH:17][CH:16]=1)=[C:6]=[S:7]. The yield is 0.890. (6) The reactants are P(Cl)(Cl)([Cl:3])=O.[CH2:6]([O:8][C:9]([C:11]1[C:16](O)=[C:15]([CH3:18])[C:14](=[O:19])[N:13]([CH3:20])[C:12]=1[CH3:21])=[O:10])[CH3:7]. No catalyst specified. The product is [CH2:6]([O:8][C:9]([C:11]1[C:16]([Cl:3])=[C:15]([CH3:18])[C:14](=[O:19])[N:13]([CH3:20])[C:12]=1[CH3:21])=[O:10])[CH3:7]. The yield is 0.890. (7) The reactants are Cl.[CH2:2]([N:9]1[CH2:14][CH2:13][C@@H:12]([F:15])[C@H:11]([NH:16]P(=O)(OCC)OCC)[CH2:10]1)[C:3]1[CH:8]=[CH:7][CH:6]=[CH:5][CH:4]=1.[CH3:25][C:26]([O:29][C:30](O[C:30]([O:29][C:26]([CH3:28])([CH3:27])[CH3:25])=[O:31])=[O:31])([CH3:28])[CH3:27].C(OCC)(=O)C. The catalyst is O1CCOCC1.C1COCC1.[OH-].[Na+]. The product is [CH2:2]([N:9]1[CH2:14][CH2:13][C@@H:12]([F:15])[C@H:11]([NH:16][C:30](=[O:31])[O:29][C:26]([CH3:28])([CH3:27])[CH3:25])[CH2:10]1)[C:3]1[CH:4]=[CH:5][CH:6]=[CH:7][CH:8]=1. The yield is 0.670. (8) The reactants are S(Cl)(Cl)=O.[CH3:5][O:6][C:7]1[CH:8]=[C:9]([CH:13]=[C:14]([O:17][CH3:18])[C:15]=1[CH3:16])[C:10]([OH:12])=O.[NH2:19][CH2:20][C:21]1[CH:35]=[CH:34][C:24]([CH2:25][NH:26][C:27](=[O:33])[O:28][C:29]([CH3:32])([CH3:31])[CH3:30])=[CH:23][C:22]=1[N+:36]([O-:38])=[O:37]. The catalyst is CN(C=O)C.C1C=CC=CC=1.ClCCl.C(OCC)(=O)C. The product is [CH3:18][O:17][C:14]1[CH:13]=[C:9]([CH:8]=[C:7]([O:6][CH3:5])[C:15]=1[CH3:16])[C:10]([NH:19][CH2:20][C:21]1[CH:35]=[CH:34][C:24]([CH2:25][NH:26][C:27](=[O:33])[O:28][C:29]([CH3:32])([CH3:31])[CH3:30])=[CH:23][C:22]=1[N+:36]([O-:38])=[O:37])=[O:12]. The yield is 1.00. (9) The reactants are C1(P(C2C=CC=CC=2)C2C=CC=CC=2)C=CC=CC=1.[N:20]1([CH:25](O)[CH3:26])[CH2:24][CH2:23][CH2:22][CH2:21]1.CCOC(/N=N/C(OCC)=O)=O.O1CCCCC1[N:46]1[C:54]2[C:49](=[CH:50][C:51]([C:55]3[N:59]=[CH:58][N:57](C(C4C=CC=CC=4)(C4C=CC=CC=4)C4C=CC=CC=4)[N:56]=3)=[CH:52][CH:53]=2)[C:48]([C:79]2[CH:80]=[C:81]([OH:85])[CH:82]=[CH:83][CH:84]=2)=[N:47]1.Cl. The catalyst is O1CCCC1. The product is [NH:56]1[C:55]([C:51]2[CH:50]=[C:49]3[C:54](=[CH:53][CH:52]=2)[NH:46][N:47]=[C:48]3[C:79]2[CH:84]=[CH:83][CH:82]=[C:81]([O:85][CH2:26][CH2:25][N:20]3[CH2:24][CH2:23][CH2:22][CH2:21]3)[CH:80]=2)=[N:59][CH:58]=[N:57]1. The yield is 0.460.